This data is from Full USPTO retrosynthesis dataset with 1.9M reactions from patents (1976-2016). The task is: Predict the reactants needed to synthesize the given product. (1) The reactants are: N1C2C(=CC=CC=2)C=C1.C([N:17]1[C:29]2[C:28]([OH:30])=[C:27]3[N:31](C(OC(C)(C)C)=O)[C:32]4[CH:33]=[CH:34][C:35]([Br:38])=[CH:36][C:37]=4[C:26]3=[CH:25][C:24]=2[C:23]2[C:18]1=[CH:19][CH:20]=[C:21]([Br:46])[CH:22]=2)(OC(C)(C)C)=O.[CH3:47][O:48][CH2:49][CH2:50]O. Given the product [Br:46][C:21]1[CH:22]=[C:23]2[C:18](=[CH:19][CH:20]=1)[NH:17][C:29]1[C:28]([O:30][CH2:50][CH2:49][O:48][CH3:47])=[C:27]3[NH:31][C:32]4[CH:33]=[CH:34][C:35]([Br:38])=[CH:36][C:37]=4[C:26]3=[CH:25][C:24]2=1, predict the reactants needed to synthesize it. (2) The reactants are: [C:1]([O:5][C:6](=[O:30])[NH:7][CH2:8][CH2:9][C:10]1[CH:15]=[CH:14][C:13]([C:16]2[CH:21]=[CH:20][CH:19]=[C:18]([O:22][C:23]3[CH:28]=[CH:27][N:26]=[C:25](Cl)[N:24]=3)[CH:17]=2)=[CH:12][CH:11]=1)([CH3:4])([CH3:3])[CH3:2].[C-]#N.[K+].[N:34]12CCN(CC1)C[CH2:35]2.CC(O)=O. Given the product [C:1]([O:5][C:6](=[O:30])[NH:7][CH2:8][CH2:9][C:10]1[CH:15]=[CH:14][C:13]([C:16]2[CH:21]=[CH:20][CH:19]=[C:18]([O:22][C:23]3[CH:28]=[CH:27][N:26]=[C:25]([C:35]#[N:34])[N:24]=3)[CH:17]=2)=[CH:12][CH:11]=1)([CH3:4])([CH3:3])[CH3:2], predict the reactants needed to synthesize it.